This data is from Reaction yield outcomes from USPTO patents with 853,638 reactions. The task is: Predict the reaction yield, written as a fraction of the theoretical maximum amount of product (1.0 means a 100% yield; for example, 0.34 means a 34% yield). (1) The reactants are [CH3:1][C:2]([O:5][C:6](=[O:23])[N:7]([CH2:19][CH2:20][CH:21]=[CH2:22])[N:8]1C(=O)C2C(=CC=CC=2)C1=O)([CH3:4])[CH3:3].CNN. The product is [C:2]([O:5][C:6]([N:7]([CH2:19][CH2:20][CH:21]=[CH2:22])[NH2:8])=[O:23])([CH3:4])([CH3:3])[CH3:1]. The yield is 0.920. The catalyst is C1COCC1. (2) The reactants are [C:12]([O:11][C:9](O[C:9]([O:11][C:12]([CH3:15])([CH3:14])[CH3:13])=[O:10])=[O:10])([CH3:15])([CH3:14])[CH3:13].Cl.[NH2:17][C@H:18]1[CH2:23][CH2:22][CH2:21][CH2:20][C@H:19]1[OH:24].[CH2:25](N(CC)CC)C.[H-].[Na+].CI. The catalyst is C1COCC1.O. The product is [CH3:25][O:24][C@H:19]1[CH2:20][CH2:21][CH2:22][CH2:23][C@H:18]1[NH:17][C:9](=[O:10])[O:11][C:12]([CH3:13])([CH3:14])[CH3:15]. The yield is 0.370.